This data is from Reaction yield outcomes from USPTO patents with 853,638 reactions. The task is: Predict the reaction yield, written as a fraction of the theoretical maximum amount of product (1.0 means a 100% yield; for example, 0.34 means a 34% yield). (1) The reactants are FC(F)(F)S([O:6][Si:7]([CH:14]([CH3:16])[CH3:15])([CH:11]([CH3:13])[CH3:12])[CH:8]([CH3:10])[CH3:9])(=O)=O.[F:19][C:20]1[CH:21]=[CH:22][C:23]2[N:24]([C:26]([N:29]3[CH2:33][CH2:32][CH2:31][C@H:30]3[CH2:34]O)=[N:27][N:28]=2)[CH:25]=1.CCN(CC)CC.N. The catalyst is CO.C(Cl)Cl.CN(C=O)C. The product is [F:19][C:20]1[CH:21]=[CH:22][C:23]2[N:24]([C:26]([N:29]3[CH2:33][CH2:32][CH2:31][C@H:30]3[CH2:34][O:6][Si:7]([CH:8]([CH3:9])[CH3:10])([CH:11]([CH3:12])[CH3:13])[CH:14]([CH3:15])[CH3:16])=[N:27][N:28]=2)[CH:25]=1. The yield is 0.310. (2) The yield is 0.260. The catalyst is O.CC#N. The product is [C:24]([C:12]1[CH:11]=[C:10]2[C:15]([C:7]([C:5]([OH:28])=[O:6])=[CH:8][NH:9]2)=[CH:14][C:13]=1[C:16]1[CH:17]=[CH:18][C:19]([O:22][CH3:23])=[CH:20][CH:21]=1)#[N:25]. The reactants are Cl([O-])=O.[Na+].[CH:5]([C:7]1[C:15]2[C:10](=[CH:11][C:12]([C:24]#[N:25])=[C:13]([C:16]3[CH:21]=[CH:20][C:19]([O:22][CH3:23])=[CH:18][CH:17]=3)[CH:14]=2)[NH:9][CH:8]=1)=[O:6].O.P([O-])([O-])([O-])=[O:28].[Na+].[Na+].[Na+].OO.S([O-])([O-])=O.[Na+].[Na+].Cl. (3) The reactants are [H-].[Na+].[CH2:3]([OH:15])[CH2:4][O:5][CH2:6][CH2:7][O:8][CH2:9][CH2:10][O:11][CH2:12][CH2:13]O.S([O-])(=O)(=O)C.[CH2:21]([O:28][CH2:29][CH2:30][O:31][CH2:32][CH2:33][O:34][CH2:35][CH2:36][O:37][CH2:38][CH2:39][OH:40])[C:22]1[CH:27]=[CH:26][CH:25]=[CH:24][CH:23]=1. The catalyst is O1CCCC1. The product is [CH2:21]([O:28][CH2:29][CH2:30][O:31][CH2:32][CH2:33][O:34][CH2:35][CH2:36][O:37][CH2:38][CH2:39][O:40][CH2:13][CH2:12][O:11][CH2:10][CH2:9][O:8][CH2:7][CH2:6][O:5][CH2:4][CH2:3][OH:15])[C:22]1[CH:23]=[CH:24][CH:25]=[CH:26][CH:27]=1. The yield is 0.340. (4) The reactants are [F:1][C:2]1[CH:8]=[C:7](I)[CH:6]=[CH:5][C:3]=1[NH2:4].[F:10][C:11]([F:22])([F:21])[C:12]1[CH:17]=[CH:16][C:15](B(O)O)=[CH:14][CH:13]=1.C(=O)([O-])[O-].[K+].[K+]. The catalyst is C1C=CC([P]([Pd]([P](C2C=CC=CC=2)(C2C=CC=CC=2)C2C=CC=CC=2)([P](C2C=CC=CC=2)(C2C=CC=CC=2)C2C=CC=CC=2)[P](C2C=CC=CC=2)(C2C=CC=CC=2)C2C=CC=CC=2)(C2C=CC=CC=2)C2C=CC=CC=2)=CC=1.CN(C)C=O. The product is [F:1][C:2]1[CH:8]=[C:7]([C:15]2[CH:16]=[CH:17][C:12]([C:11]([F:22])([F:21])[F:10])=[CH:13][CH:14]=2)[CH:6]=[CH:5][C:3]=1[NH2:4]. The yield is 0.740. (5) The catalyst is CN(C=O)C. The product is [CH3:1][O:2][C:3]1[CH:4]=[C:5]2[C:10](=[CH:11][CH:12]=1)[CH:9]=[C:8]([C@H:13]([CH3:17])[C:14]([O:16][CH2:28][CH2:27][O:26][C:25]1[CH:30]=[CH:31][C:22]([O:21][CH2:20][CH2:19][OH:18])=[CH:23][CH:24]=1)=[O:15])[CH:7]=[CH:6]2. The reactants are [CH3:1][O:2][C:3]1[CH:4]=[C:5]2[C:10](=[CH:11][CH:12]=1)[CH:9]=[C:8]([C@H:13]([CH3:17])[C:14]([OH:16])=[O:15])[CH:7]=[CH:6]2.[OH:18][CH2:19][CH2:20][O:21][C:22]1[CH:31]=[CH:30][C:25]([O:26][CH2:27][CH2:28]O)=[CH:24][CH:23]=1.Cl.CN(C)CCCN=C=NCC.CCN(CC)CC. The yield is 0.310. (6) The reactants are Cl.[CH3:2][N:3]([C@H:10]([C:14]1[CH:19]=[CH:18][CH:17]=[CH:16][CH:15]=1)[C:11]([OH:13])=[O:12])[C:4]1[CH:9]=[CH:8][CH:7]=[CH:6][CH:5]=1.C1C=CC2N(O)N=NC=2C=1.C1CCC(N=C=NC2CCCCC2)CC1.[N:45]12[CH2:52][CH2:51][CH:48]([CH2:49][CH2:50]1)[C@@H:47](O)[CH2:46]2. The catalyst is O1CCOCC1. The product is [N:45]12[CH2:52][CH2:51][CH:48]([CH2:49][CH2:50]1)[C@@H:47]([O:12][C:11](=[O:13])[CH:10]([N:3]([CH3:2])[C:4]1[CH:5]=[CH:6][CH:7]=[CH:8][CH:9]=1)[C:14]1[CH:19]=[CH:18][CH:17]=[CH:16][CH:15]=1)[CH2:46]2. The yield is 0.380. (7) The reactants are [F:1][C:2]1[CH:10]=[CH:9][C:8]([CH2:11][C:12]2[C:21]3[C:16](=[CH:17][CH:18]=[CH:19][CH:20]=3)[C:15](=[O:22])[NH:14][N:13]=2)=[CH:7][C:3]=1[C:4](O)=[O:5].F[P-](F)(F)(F)(F)F.N1(OC(N(C)C)=[N+](C)C)C2C=CC=CC=2N=N1.[F:47][C:48]([F:59])([F:58])[C:49]1[N:57]=[C:52]2[CH2:53][NH:54][CH2:55][CH2:56][N:51]2[N:50]=1.C(N(CC)C(C)C)(C)C. The catalyst is CN(C)C=O. The product is [F:1][C:2]1[CH:10]=[CH:9][C:8]([CH2:11][C:12]2[C:21]3[C:16](=[CH:17][CH:18]=[CH:19][CH:20]=3)[C:15](=[O:22])[NH:14][N:13]=2)=[CH:7][C:3]=1[C:4]([N:54]1[CH2:55][CH2:56][N:51]2[N:50]=[C:49]([C:48]([F:58])([F:47])[F:59])[N:57]=[C:52]2[CH2:53]1)=[O:5]. The yield is 0.164. (8) The reactants are [NH2:1][C:2]1[N:7]=[CH:6][N:5]=[C:4]2[N:8]([CH2:25][C@H:26]3[CH2:30][CH2:29][CH2:28][N:27]3C(OC(C)(C)C)=O)[N:9]=[C:10]([C:11]3[CH:16]=[CH:15][C:14]([O:17][C:18]4[CH:23]=[CH:22][CH:21]=[CH:20][C:19]=4[F:24])=[CH:13][CH:12]=3)[C:3]=12.FC(F)(F)C(O)=O. The catalyst is ClCCl. The product is [F:24][C:19]1[CH:20]=[CH:21][CH:22]=[CH:23][C:18]=1[O:17][C:14]1[CH:13]=[CH:12][C:11]([C:10]2[C:3]3[C:4](=[N:5][CH:6]=[N:7][C:2]=3[NH2:1])[N:8]([CH2:25][C@H:26]3[CH2:30][CH2:29][CH2:28][NH:27]3)[N:9]=2)=[CH:16][CH:15]=1. The yield is 0.620. (9) The reactants are [BH4-].[Na+].[Cl-].[Ca+2].[Cl-].[OH:6][C@@:7]([C:40]1[CH:49]=[CH:48][C:47]2[C:42](=[CH:43][CH:44]=[C:45]([C:50]([NH:52][CH3:53])=[O:51])[CH:46]=2)[CH:41]=1)([C:16]1[N:17]=[CH:18][N:19]([C:21]([C:34]2[CH:39]=[CH:38][CH:37]=[CH:36][CH:35]=2)([C:28]2[CH:33]=[CH:32][CH:31]=[CH:30][CH:29]=2)[C:22]2[CH:27]=[CH:26][CH:25]=[CH:24][CH:23]=2)[CH:20]=1)[CH2:8][C:9](OC(C)(C)C)=[O:10].Cl. The catalyst is C(OCC)(=O)C.O.C1COCC1.C(O)C. The product is [OH:6][C@@:7]([C:40]1[CH:41]=[C:42]2[C:47](=[CH:48][CH:49]=1)[CH:46]=[C:45]([C:50]([NH:52][CH3:53])=[O:51])[CH:44]=[CH:43]2)([C:16]1[N:17]=[CH:18][N:19]([C:21]([C:28]2[CH:33]=[CH:32][CH:31]=[CH:30][CH:29]=2)([C:34]2[CH:35]=[CH:36][CH:37]=[CH:38][CH:39]=2)[C:22]2[CH:27]=[CH:26][CH:25]=[CH:24][CH:23]=2)[CH:20]=1)[CH2:8][CH2:9][OH:10]. The yield is 0.610. (10) The reactants are [C:1]([O:4][CH:5](Br)[CH3:6])(=[O:3])[CH3:2].C([O-])([O-])=O.[K+].[K+].[F:14][C:15]1[C:25]([NH:26][CH2:27][C:28]2[CH:33]=[C:32]([C:34]3[CH:39]=[CH:38][CH:37]=[C:36]([F:40])[CH:35]=3)[CH:31]=[CH:30][C:29]=2[F:41])=[C:24]([F:42])[CH:23]=[CH:22][C:16]=1[O:17][CH2:18][C:19]([OH:21])=[O:20]. The catalyst is CC(N(C)C)=O. The product is [F:14][C:15]1[C:25]([NH:26][CH2:27][C:28]2[CH:33]=[C:32]([C:34]3[CH:39]=[CH:38][CH:37]=[C:36]([F:40])[CH:35]=3)[CH:31]=[CH:30][C:29]=2[F:41])=[C:24]([F:42])[CH:23]=[CH:22][C:16]=1[O:17][CH2:18][C:19]([O:21][CH:5]([O:4][C:1](=[O:3])[CH3:2])[CH3:6])=[O:20]. The yield is 0.230.